Dataset: Reaction yield outcomes from USPTO patents with 853,638 reactions. Task: Predict the reaction yield, written as a fraction of the theoretical maximum amount of product (1.0 means a 100% yield; for example, 0.34 means a 34% yield). (1) The reactants are C(O)(=O)C.[N:5]1[CH:10]=[CH:9][C:8]([C:11]([CH3:23])=[CH:12][C:13]([O:15]CC2C=CC=CC=2)=[O:14])=[CH:7][CH:6]=1. The catalyst is CO. The product is [N:5]1[CH:10]=[CH:9][C:8]([CH:11]([CH3:23])[CH2:12][C:13]([OH:15])=[O:14])=[CH:7][CH:6]=1. The yield is 0.600. (2) The reactants are [N+:1]([C:4]1[CH:9]=[CH:8][C:7]([C:10]2[CH:15]=[CH:14][C:13]([C:16]([F:19])([F:18])[F:17])=[CH:12][CH:11]=2)=[CH:6][C:5]=1[O:20][CH2:21][CH2:22][CH2:23][OH:24])([O-:3])=[O:2].CC(C)=[O:27].OS(O)(=O)=O.O=[Cr](=O)=O. The catalyst is CC(C)=O. The product is [N+:1]([C:4]1[CH:9]=[CH:8][C:7]([C:10]2[CH:11]=[CH:12][C:13]([C:16]([F:17])([F:18])[F:19])=[CH:14][CH:15]=2)=[CH:6][C:5]=1[O:20][CH2:21][CH2:22][C:23]([OH:27])=[O:24])([O-:3])=[O:2]. The yield is 0.790. (3) The reactants are [Br:1][C:2]1[CH:3]=[C:4]2[C:8](=[CH:9][CH:10]=1)[C:7](=O)[CH2:6][CH2:5]2.Cl.[CH2:13]([O:20][NH2:21])[C:14]1[CH:19]=[CH:18][CH:17]=[CH:16][CH:15]=1.N1C=CC=CC=1. The catalyst is C(O)C. The product is [CH2:13]([O:20]/[N:21]=[C:7]1\[CH2:6][CH2:5][C:4]2[C:8]\1=[CH:9][CH:10]=[C:2]([Br:1])[CH:3]=2)[C:14]1[CH:19]=[CH:18][CH:17]=[CH:16][CH:15]=1. The yield is 0.840. (4) The reactants are [CH3:1][P:2](=[O:7])([O:5][CH3:6])[O:3][CH3:4].[Li]CCCC.C([O:17][C:18](=O)[CH2:19][CH2:20][CH2:21][CH2:22][C:23]1[CH:28]=[CH:27][CH:26]=[C:25]([NH:29][CH2:30][C:31]2[CH:36]=[CH:35][C:34]([O:37][CH3:38])=[CH:33][CH:32]=2)[N:24]=1)CCC. The catalyst is C1COCC1. The product is [CH3:4][O:3][P:2]([CH2:1][C:18](=[O:17])[CH2:19][CH2:20][CH2:21][CH2:22][C:23]1[CH:28]=[CH:27][CH:26]=[C:25]([NH:29][CH2:30][C:31]2[CH:32]=[CH:33][C:34]([O:37][CH3:38])=[CH:35][CH:36]=2)[N:24]=1)(=[O:7])[O:5][CH3:6]. The yield is 0.890.